This data is from Reaction yield outcomes from USPTO patents with 853,638 reactions. The task is: Predict the reaction yield, written as a fraction of the theoretical maximum amount of product (1.0 means a 100% yield; for example, 0.34 means a 34% yield). The reactants are [Br:1][C:2]1[C:6]2[C:7](=O)[NH:8][CH:9]=[C:10]([CH3:11])[C:5]=2[S:4][CH:3]=1.O=P(Cl)(Cl)[Cl:15]. No catalyst specified. The product is [Br:1][C:2]1[C:6]2[C:7]([Cl:15])=[N:8][CH:9]=[C:10]([CH3:11])[C:5]=2[S:4][CH:3]=1. The yield is 0.640.